From a dataset of Forward reaction prediction with 1.9M reactions from USPTO patents (1976-2016). Predict the product of the given reaction. (1) Given the reactants CON(C)[C:4](=[O:26])[CH2:5][CH2:6][CH2:7][CH2:8][CH2:9][CH2:10][CH2:11][CH2:12][CH2:13][CH2:14][NH:15][C:16](=[O:25])[O:17][CH2:18][C:19]1[CH:24]=[CH:23][CH:22]=[CH:21][CH:20]=1.[CH3:28][Mg]Cl, predict the reaction product. The product is: [O:26]=[C:4]([CH3:28])[CH2:5][CH2:6][CH2:7][CH2:8][CH2:9][CH2:10][CH2:11][CH2:12][CH2:13][CH2:14][NH:15][C:16](=[O:25])[O:17][CH2:18][C:19]1[CH:20]=[CH:21][CH:22]=[CH:23][CH:24]=1. (2) Given the reactants [CH3:1][C:2]([C:13]1[CH:17]=[C:16]([NH:18][C:19](=[O:32])[C:20]([CH3:31])([S:22]([CH:25]2[CH2:30][CH2:29][O:28][CH2:27][CH2:26]2)(=[O:24])=[O:23])[CH3:21])[O:15][N:14]=1)([CH3:12])[C@@H:3]([O:5]C1CCCCO1)[CH3:4].C1(C)C=CC(S([O-])(=O)=O)=CC=1.[NH+]1C=CC=CC=1, predict the reaction product. The product is: [OH:5][C@@H:3]([CH3:4])[C:2]([C:13]1[CH:17]=[C:16]([NH:18][C:19](=[O:32])[C:20]([CH3:31])([S:22]([CH:25]2[CH2:26][CH2:27][O:28][CH2:29][CH2:30]2)(=[O:24])=[O:23])[CH3:21])[O:15][N:14]=1)([CH3:12])[CH3:1]. (3) Given the reactants [OH:1][C:2]1[CH:7]=[C:6]([CH3:8])[C:5]([C:9]2[CH:14]=[CH:13][CH:12]=[C:11]([C:15]([O:17][CH3:18])=[O:16])[C:10]=2[CH3:19])=[C:4]([CH3:20])[CH:3]=1.CC1C=CC(S(O[CH2:32][CH2:33][CH2:34][S:35]([CH3:38])(=[O:37])=[O:36])(=O)=O)=CC=1.C(=O)([O-])[O-].[K+].[K+].O, predict the reaction product. The product is: [CH3:19][C:10]1[C:11]([C:15]([O:17][CH3:18])=[O:16])=[CH:12][CH:13]=[CH:14][C:9]=1[C:5]1[C:4]([CH3:20])=[CH:3][C:2]([O:1][CH2:32][CH2:33][CH2:34][S:35]([CH3:38])(=[O:37])=[O:36])=[CH:7][C:6]=1[CH3:8]. (4) The product is: [CH3:1][C:2]1[N:7]=[C:6]2[S:8][C:9]3[CH2:14][CH2:13][CH2:12][CH2:11][C:10]=3[C:5]2=[C:4]([C:15]2[CH:20]=[CH:19][CH:18]=[CH:17][C:16]=2[Cl:21])[C:3]=1[CH:22]([CH2:38][CH2:37][CH3:41])[C:23]([O:25][CH3:26])=[O:24]. Given the reactants [CH3:1][C:2]1[N:7]=[C:6]2[S:8][C:9]3[CH2:14][CH2:13][CH2:12][CH2:11][C:10]=3[C:5]2=[C:4]([C:15]2[CH:20]=[CH:19][CH:18]=[CH:17][C:16]=2[Cl:21])[C:3]=1[CH2:22][C:23]([O:25][CH3:26])=[O:24].[Li+].C[Si]([N-][Si](C)(C)C)(C)C.[CH2:37]1[CH2:41]OC[CH2:38]1.ICCC, predict the reaction product. (5) Given the reactants [NH2:1][C:2]1[CH:3]=[C:4]([CH:8]=[CH:9][N:10]=1)[C:5]([OH:7])=O.Cl.CN(C)CCCN=C=NCC.C(N(CC)C(C)C)(C)C.ON1C2C=CC=CC=2N=N1.[CH2:42]([NH2:49])[C:43]1[CH:48]=[CH:47][CH:46]=[CH:45][CH:44]=1, predict the reaction product. The product is: [NH2:1][C:2]1[CH:3]=[C:4]([CH:8]=[CH:9][N:10]=1)[C:5]([NH:49][CH2:42][C:43]1[CH:48]=[CH:47][CH:46]=[CH:45][CH:44]=1)=[O:7]. (6) Given the reactants [CH3:1][NH:2][C:3]([C:5]1[C:9]([N+:10]([O-])=O)=[CH:8][N:7]([CH3:13])[N:6]=1)=[O:4], predict the reaction product. The product is: [NH2:10][C:9]1[C:5]([C:3]([NH:2][CH3:1])=[O:4])=[N:6][N:7]([CH3:13])[CH:8]=1. (7) Given the reactants [Cl:1][C:2]1[C:3]([CH3:36])=[N:4][O:5][C:6]=1[N:7](COCCOC)[S:8]([C:11]1[C:19]2[C:14](=[N:15][CH:16]=[CH:17][CH:18]=2)[S:13][C:12]=1[CH2:20][C:21]1[CH:26]=[CH:25][C:24]2[O:27][CH2:28][O:29][C:23]=2[CH:22]=1)(=[O:10])=[O:9].Cl, predict the reaction product. The product is: [Cl:1][C:2]1[C:3]([CH3:36])=[N:4][O:5][C:6]=1[NH:7][S:8]([C:11]1[C:19]2[C:14](=[N:15][CH:16]=[CH:17][CH:18]=2)[S:13][C:12]=1[CH2:20][C:21]1[CH:26]=[CH:25][C:24]2[O:27][CH2:28][O:29][C:23]=2[CH:22]=1)(=[O:9])=[O:10]. (8) Given the reactants [CH3:1][O:2][C:3]([C:5]1[N:6]=[C:7]2[C:23]([N:24]3[CH2:29][CH2:28][CH2:27][O:26][C:25]3=[O:30])=[CH:22][C:21]([N:31]3[CH2:36][CH2:35][N:34]([CH3:37])[CH2:33][CH2:32]3)=[CH:20][N:8]2[C:9](=[O:19])[C:10]=1[O:11]CC1C=CC=CC=1)=[O:4], predict the reaction product. The product is: [OH:11][C:10]1[C:9](=[O:19])[N:8]2[CH:20]=[C:21]([N:31]3[CH2:36][CH2:35][N:34]([CH3:37])[CH2:33][CH2:32]3)[CH:22]=[C:23]([N:24]3[CH2:29][CH2:28][CH2:27][O:26][C:25]3=[O:30])[C:7]2=[N:6][C:5]=1[C:3]([O:2][CH3:1])=[O:4]. (9) Given the reactants [CH2:1]([N:3]([CH:7]([CH3:9])[CH3:8])[CH:4]([CH3:6])[CH3:5])C.[NH2:10][C:11]1[CH:19]=[CH:18][C:14]([C:15](O)=[O:16])=[CH:13][C:12]=1[O:20][CH3:21].[CH3:22][N:23](C(ON1N=NC2C=CC=NC1=2)=[N+](C)C)C.F[P-](F)(F)(F)(F)F.CN(C=[O:50])C, predict the reaction product. The product is: [NH2:10][C:11]1[CH:19]=[CH:18][C:14]([C:15]([NH:23][CH:22]2[CH2:6][C@H:4]3[N:3]([CH3:1])[C@H:7]([CH2:9][O:50][CH2:5]3)[CH2:8]2)=[O:16])=[CH:13][C:12]=1[O:20][CH3:21]. (10) Given the reactants [N:1]1[CH:6]=[CH:5][CH:4]=[CH:3][C:2]=1[C:7]([NH:9][C:10]1[C:11]([C:21]([OH:23])=O)=[N:12][N:13]([CH:15]2[CH2:20][CH2:19][CH2:18][CH2:17][O:16]2)[CH:14]=1)=[O:8].[OH:24][CH:25]([CH2:28][C:29]1[CH:34]=[CH:33][CH:32]=[CH:31][CH:30]=1)[CH2:26][NH2:27].CCN=C=NCCCN(C)C.C1C=CC2N(O)N=NC=2C=1.C(=O)([O-])O.[Na+], predict the reaction product. The product is: [OH:24][CH:25]([CH2:28][C:29]1[CH:34]=[CH:33][CH:32]=[CH:31][CH:30]=1)[CH2:26][NH:27][C:21]([C:11]1[C:10]([NH:9][C:7]([C:2]2[CH:3]=[CH:4][CH:5]=[CH:6][N:1]=2)=[O:8])=[CH:14][N:13]([CH:15]2[CH2:20][CH2:19][CH2:18][CH2:17][O:16]2)[N:12]=1)=[O:23].